This data is from Reaction yield outcomes from USPTO patents with 853,638 reactions. The task is: Predict the reaction yield, written as a fraction of the theoretical maximum amount of product (1.0 means a 100% yield; for example, 0.34 means a 34% yield). The reactants are CS[C:3](=[N:7][C:8]1[CH:13]=[CH:12][CH:11]=[CH:10][C:9]=1[F:14])[CH:4]([CH3:6])[CH3:5].[C:15]1([C:25]2[CH:30]=[CH:29][CH:28]=[CH:27][CH:26]=2)[CH:20]=[CH:19][C:18]([C:21]([NH:23][NH2:24])=O)=[CH:17][CH:16]=1.C1(C)C=CC(S(O)(=O)=O)=CC=1. The catalyst is CN(C)C=O. The product is [C:15]1([C:25]2[CH:30]=[CH:29][CH:28]=[CH:27][CH:26]=2)[CH:20]=[CH:19][C:18]([C:21]2[N:7]([C:8]3[CH:13]=[CH:12][CH:11]=[CH:10][C:9]=3[F:14])[C:3]([CH:4]([CH3:6])[CH3:5])=[N:24][N:23]=2)=[CH:17][CH:16]=1. The yield is 0.680.